Dataset: Forward reaction prediction with 1.9M reactions from USPTO patents (1976-2016). Task: Predict the product of the given reaction. (1) Given the reactants [F:1][C:2]1[CH:3]=[C:4]([NH:10][C:11]2[C:16]([C:17]3[N:22]=[C:21]([CH3:23])[N:20]=[C:19]([N:24](CC4C=CC(OC)=CC=4)CC4C=CC(OC)=CC=4)[N:18]=3)=[CH:15][C:14]([CH2:43][N:44]3[CH2:49][CH2:48][N:47]([S:50]([CH3:53])(=[O:52])=[O:51])[CH2:46][C@@H:45]3[CH3:54])=[CH:13][N:12]=2)[CH:5]=[N:6][C:7]=1[O:8][CH3:9].FC(F)(F)S(O)(=O)=O, predict the reaction product. The product is: [F:1][C:2]1[CH:3]=[C:4]([NH:10][C:11]2[C:16]([C:17]3[N:22]=[C:21]([CH3:23])[N:20]=[C:19]([NH2:24])[N:18]=3)=[CH:15][C:14]([CH2:43][N:44]3[CH2:49][CH2:48][N:47]([S:50]([CH3:53])(=[O:52])=[O:51])[CH2:46][C@@H:45]3[CH3:54])=[CH:13][N:12]=2)[CH:5]=[N:6][C:7]=1[O:8][CH3:9]. (2) Given the reactants [CH:1]1([C:4]2[N:8]=[C:7]([C:9]3[C:10]4[CH2:18][CH2:17][CH2:16][CH2:15][C:11]=4[S:12][C:13]=3[NH2:14])[S:6][N:5]=2)[CH2:3][CH2:2]1.[C:19]12[C:27](=[O:28])[O:26][C:24](=[O:25])[C:20]=1[CH2:21][CH2:22][CH2:23]2, predict the reaction product. The product is: [CH:1]1([C:4]2[N:8]=[C:7]([C:9]3[C:10]4[CH2:18][CH2:17][CH2:16][CH2:15][C:11]=4[S:12][C:13]=3[NH:14][C:27]([C:19]3[CH2:23][CH2:22][CH2:21][C:20]=3[C:24]([OH:26])=[O:25])=[O:28])[S:6][N:5]=2)[CH2:3][CH2:2]1. (3) Given the reactants [F:1][C:2]1[CH:3]=[C:4]([C:9]2[N:14]=[C:13]3[C:15]([CH2:18]C(O)=O)=[CH:16][O:17][C:12]3=[CH:11][CH:10]=2)[CH:5]=[C:6]([F:8])[CH:7]=1.C(Cl)(=O)[C:23](Cl)=[O:24].[N-]=[N+]=[N-].[Na+].B(Cl)(Cl)Cl.C[N:37]([CH:39]=[O:40])C, predict the reaction product. The product is: [NH4+:14].[OH-:17].[F:8][C:6]1[CH:5]=[C:4]([C:9]2[N:14]=[C:13]3[C:15]([CH2:18][NH:37][C:39](=[O:40])[O:24][CH3:23])=[CH:16][O:17][C:12]3=[CH:11][CH:10]=2)[CH:3]=[C:2]([F:1])[CH:7]=1. (4) Given the reactants [NH2:1][C:2]1[N:3]=[C:4]([N:10]2[CH2:15][CH2:14][CH:13]([O:16][C:17]3[CH:22]=[C:21]([F:23])[CH:20]=[CH:19][C:18]=3[Br:24])[CH2:12][CH2:11]2)[S:5][C:6]=1[C:7]([NH2:9])=O.C(O[C:28]([S-])=[S:29])C.[K+].CN(C=O)C.OP([O-])(O)=O.[K+], predict the reaction product. The product is: [Br:24][C:18]1[CH:19]=[CH:20][C:21]([F:23])=[CH:22][C:17]=1[O:16][CH:13]1[CH2:14][CH2:15][N:10]([C:4]2[S:5][C:6]3[CH:7]=[N:9][C:28]([SH:29])=[N:1][C:2]=3[N:3]=2)[CH2:11][CH2:12]1.